Dataset: Peptide-MHC class I binding affinity with 185,985 pairs from IEDB/IMGT. Task: Regression. Given a peptide amino acid sequence and an MHC pseudo amino acid sequence, predict their binding affinity value. This is MHC class I binding data. (1) The MHC is HLA-B40:01 with pseudo-sequence HLA-B40:01. The binding affinity (normalized) is 0.0847. The peptide sequence is VPAMFTAAL. (2) The peptide sequence is PAHKSQLVW. The MHC is HLA-A11:01 with pseudo-sequence HLA-A11:01. The binding affinity (normalized) is 0.0847. (3) The peptide sequence is ILKEHVSRY. The MHC is HLA-A02:01 with pseudo-sequence HLA-A02:01. The binding affinity (normalized) is 0.0847. (4) The binding affinity (normalized) is 0.373. The MHC is HLA-A11:01 with pseudo-sequence HLA-A11:01. The peptide sequence is KSDAKRNSK. (5) The peptide sequence is ELLNTPYCNY. The MHC is HLA-A30:01 with pseudo-sequence HLA-A30:01. The binding affinity (normalized) is 0.